This data is from Choline transporter screen with 302,306 compounds. The task is: Binary Classification. Given a drug SMILES string, predict its activity (active/inactive) in a high-throughput screening assay against a specified biological target. (1) The drug is S(=O)(=O)(NCCOCCNS(=O)(=O)c1ccccc1)c1ccccc1. The result is 0 (inactive). (2) The compound is S(=O)(=O)(Nc1c(=O)n2[nH]c(nc2nc1C)CCC)c1ccc(C2CCCCC2)cc1. The result is 0 (inactive). (3) The molecule is Clc1c(cc(OCC(=O)N\N=C(\CC(=O)Nc2cc3OCCOc3cc2)C)cc1)C. The result is 0 (inactive).